Dataset: KCNQ2 potassium channel screen with 302,405 compounds. Task: Binary Classification. Given a drug SMILES string, predict its activity (active/inactive) in a high-throughput screening assay against a specified biological target. The compound is S(=O)(=O)(N1CCCC1)c1c2c3c(n(c(=O)c3ccc2)C(=O)c2occc2)cc1. The result is 0 (inactive).